Dataset: Full USPTO retrosynthesis dataset with 1.9M reactions from patents (1976-2016). Task: Predict the reactants needed to synthesize the given product. (1) Given the product [OH:34][CH2:33][C:31]1[O:30][N:29]=[C:28]([C:24]2[CH:23]=[C:22]([CH:27]=[CH:26][CH:25]=2)[C:20]([NH:19][CH2:18][C:12]2([C:9]3[S:10][CH:11]=[C:7]([C:1]4[CH:6]=[CH:5][CH:4]=[CH:3][CH:2]=4)[N:8]=3)[CH2:13][CH2:14][O:15][CH2:16][CH2:17]2)=[O:21])[N:32]=1, predict the reactants needed to synthesize it. The reactants are: [C:1]1([C:7]2[N:8]=[C:9]([C:12]3([CH2:18][NH:19][C:20]([C:22]4[CH:23]=[C:24]([C:28]5[N:32]=[C:31]([C:33](OCC)=[O:34])[O:30][N:29]=5)[CH:25]=[CH:26][CH:27]=4)=[O:21])[CH2:17][CH2:16][O:15][CH2:14][CH2:13]3)[S:10][CH:11]=2)[CH:6]=[CH:5][CH:4]=[CH:3][CH:2]=1.[BH4-].[Li+]. (2) Given the product [Br:1][C:2]1[CH:7]=[CH:6][C:5]([C@H:8]([C:20]2[CH:25]=[CH:24][C:23]([Cl:26])=[CH:22][C:21]=2[CH3:27])[CH:9]([CH3:19])/[C:10](/[C:12]2[CH:17]=[CH:16][N:15]=[C:14]([CH3:18])[CH:13]=2)=[N:29]\[OH:30])=[CH:4][CH:3]=1, predict the reactants needed to synthesize it. The reactants are: [Br:1][C:2]1[CH:7]=[CH:6][C:5]([C@H:8]([C:20]2[CH:25]=[CH:24][C:23]([Cl:26])=[CH:22][C:21]=2[CH3:27])[CH:9]([CH3:19])[C:10]([C:12]2[CH:17]=[CH:16][N:15]=[C:14]([CH3:18])[CH:13]=2)=O)=[CH:4][CH:3]=1.Cl.[NH2:29][OH:30].C(=O)([O-])O.[Na+]. (3) Given the product [C:1]([C:5]1[CH:6]=[C:7]([C:15]2[S:19][C:18]([S:20]([NH2:23])(=[O:22])=[O:21])=[N:17][C:16]=2[CH2:34][CH:35]2[CH2:40][CH2:39][CH2:38][CH2:37][CH2:36]2)[CH:8]=[C:9]([C:11]2([CH3:14])[CH2:13][CH2:12]2)[CH:10]=1)([CH3:2])([CH3:3])[CH3:4], predict the reactants needed to synthesize it. The reactants are: [C:1]([C:5]1[CH:6]=[C:7]([C:15]2[S:19][C:18]([S:20]([NH:23]C(=O)OCC3C=CC=CC=3)(=[O:22])=[O:21])=[N:17][C:16]=2[CH2:34][CH:35]2[CH2:40][CH2:39][CH2:38][CH2:37][CH2:36]2)[CH:8]=[C:9]([C:11]2([CH3:14])[CH2:13][CH2:12]2)[CH:10]=1)([CH3:4])([CH3:3])[CH3:2]. (4) Given the product [F:13][C:12]([F:15])([F:14])[C:4]1[CH:3]=[C:2]([PH:16](=[O:18])[O:17][CH2:20][CH3:21])[CH:7]=[C:6]([C:8]([F:11])([F:10])[F:9])[CH:5]=1, predict the reactants needed to synthesize it. The reactants are: I[C:2]1[CH:7]=[C:6]([C:8]([F:11])([F:10])[F:9])[CH:5]=[C:4]([C:12]([F:15])([F:14])[F:13])[CH:3]=1.[PH2:16]([O-:18])=[O:17].[NH3+][C:20]1C=CC=C[CH:21]=1.NCCC[Si](OCC)(OCC)OCC.C1(P(C2C=CC=CC=2)CCCP(C2C=CC=CC=2)C2C=CC=CC=2)C=CC=CC=1. (5) Given the product [CH2:39]([N:4]1[C:5]2[CH:10]=[C:9]([N:11]3[CH:16]=[C:15]([C:17]([O:19][CH2:20][CH3:21])=[O:18])[C:14](=[O:22])[N:13]([C@H:23]4[C:31]5[C:26](=[C:27]([C:32]([F:34])([F:35])[F:33])[CH:28]=[CH:29][CH:30]=5)[CH2:25][CH2:24]4)[C:12]3=[O:36])[CH:8]=[CH:7][C:6]=2[N:2]([CH3:1])[C:3]1=[O:37])[CH3:40], predict the reactants needed to synthesize it. The reactants are: [CH3:1][N:2]1[C:6]2[CH:7]=[CH:8][C:9]([N:11]3[CH:16]=[C:15]([C:17]([O:19][CH2:20][CH3:21])=[O:18])[C:14](=[O:22])[N:13]([CH:23]4[C:31]5[C:26](=[C:27]([C:32]([F:35])([F:34])[F:33])[CH:28]=[CH:29][CH:30]=5)[CH2:25][CH2:24]4)[C:12]3=[O:36])=[CH:10][C:5]=2[NH:4][C:3]1=[O:37].I[CH2:39][CH3:40].C(=O)([O-])[O-].[Cs+].[Cs+]. (6) The reactants are: [O:1]1[CH2:5][CH2:4][CH:3]([C:6]([N:8]2[CH2:17][CH2:16][C:15]3[C:10](=[CH:11][C:12]([C:18]([NH:20][O:21]C4CCCCO4)=[O:19])=[CH:13][CH:14]=3)[CH2:9]2)=[O:7])[CH2:2]1. Given the product [OH:21][NH:20][C:18]([C:12]1[CH:11]=[C:10]2[C:15]([CH2:16][CH2:17][N:8]([C:6]([CH:3]3[CH2:4][CH2:5][O:1][CH2:2]3)=[O:7])[CH2:9]2)=[CH:14][CH:13]=1)=[O:19], predict the reactants needed to synthesize it.